From a dataset of Reaction yield outcomes from USPTO patents with 853,638 reactions. Predict the reaction yield, written as a fraction of the theoretical maximum amount of product (1.0 means a 100% yield; for example, 0.34 means a 34% yield). (1) The reactants are [OH:1][NH:2][C:3](=[NH:21])[C:4]1[CH:9]=[CH:8][C:7]([C:10]2[CH:19]=[CH:18][C:17]3[C:12](=[CH:13][CH:14]=[C:15]([OH:20])[CH:16]=3)[N:11]=2)=[CH:6][CH:5]=1.C1N=CN([C:27](N2C=NC=C2)=[O:28])C=1. The catalyst is C1COCC1. The product is [OH:20][C:15]1[CH:16]=[C:17]2[C:12](=[CH:13][CH:14]=1)[N:11]=[C:10]([C:7]1[CH:6]=[CH:5][C:4]([C:3]3[NH:2][O:1][C:27](=[O:28])[N:21]=3)=[CH:9][CH:8]=1)[CH:19]=[CH:18]2. The yield is 0.360. (2) The reactants are [Cl:1][C:2]1[CH:23]=[C:22](OS(C(F)(F)F)(=O)=O)[C:5]2[O:6][C@@H:7]([CH2:10][O:11][S:12]([C:15]3[CH:20]=[CH:19][C:18]([CH3:21])=[CH:17][CH:16]=3)(=[O:14])=[O:13])[CH2:8][O:9][C:4]=2[CH:3]=1.[CH3:32][C:33]1[CH:38]=[CH:37][CH:36]=[CH:35][C:34]=1B(O)O. No catalyst specified. The product is [CH3:32][C:33]1[CH:38]=[CH:37][CH:36]=[CH:35][C:34]=1[C:22]1[C:5]2[O:6][C@@H:7]([CH2:10][O:11][S:12]([C:15]3[CH:20]=[CH:19][C:18]([CH3:21])=[CH:17][CH:16]=3)(=[O:13])=[O:14])[CH2:8][O:9][C:4]=2[CH:3]=[C:2]([Cl:1])[CH:23]=1. The yield is 0.850.